From a dataset of Forward reaction prediction with 1.9M reactions from USPTO patents (1976-2016). Predict the product of the given reaction. (1) Given the reactants [CH2:1]([O:4][CH2:5][CH2:6][C@@H:7]([CH3:14])[CH2:8][C@H:9]([NH2:13])[C:10]([OH:12])=[O:11])[CH:2]=[CH2:3].C(=O)([O-])[O-].[Na+].[Na+].[CH3:21][C:22]([O:25][C:26](O[C:26]([O:25][C:22]([CH3:24])([CH3:23])[CH3:21])=[O:27])=[O:27])([CH3:24])[CH3:23], predict the reaction product. The product is: [CH2:1]([O:4][CH2:5][CH2:6][C@@H:7]([CH3:14])[CH2:8][C@H:9]([NH:13][C:26]([O:25][C:22]([CH3:24])([CH3:23])[CH3:21])=[O:27])[C:10]([OH:12])=[O:11])[CH:2]=[CH2:3]. (2) Given the reactants [Cl:1][C:2]1[C:3]([CH3:22])=[C:4]([NH:8][CH2:9][C:10]([NH:12][CH2:13][C:14]2[CH:19]=[CH:18][C:17]([O:20][CH3:21])=[CH:16][CH:15]=2)=[O:11])[CH:5]=[CH:6][CH:7]=1.[OH:23][C:24]1[CH:29]=[CH:28][C:27]([S:30](N)(=[O:32])=[O:31])=[CH:26][CH:25]=1, predict the reaction product. The product is: [Cl:1][C:2]1[C:3]([CH3:22])=[C:4]([N:8]([S:30]([C:27]2[CH:28]=[CH:29][C:24]([OH:23])=[CH:25][CH:26]=2)(=[O:32])=[O:31])[CH2:9][C:10]([NH:12][CH2:13][C:14]2[CH:15]=[CH:16][C:17]([O:20][CH3:21])=[CH:18][CH:19]=2)=[O:11])[CH:5]=[CH:6][CH:7]=1. (3) Given the reactants N1CCCCC1.[CH:7]1([O:13][C:14]2[CH:21]=[CH:20][C:17]([CH:18]=O)=[CH:16][C:15]=2[O:22][CH3:23])[CH2:12][CH2:11][CH2:10][CH2:9][CH2:8]1.C([CH2:27][C:28]([NH:30][C:31]1[CH:39]=[CH:38][CH:37]=[CH:36][C:32]=1[C:33]([OH:35])=[O:34])=[O:29])(O)=O.Cl, predict the reaction product. The product is: [CH:7]1([O:13][C:14]2[CH:21]=[CH:20][C:17](/[CH:18]=[CH:27]/[C:28]([NH:30][C:31]3[CH:39]=[CH:38][CH:37]=[CH:36][C:32]=3[C:33]([OH:35])=[O:34])=[O:29])=[CH:16][C:15]=2[O:22][CH3:23])[CH2:12][CH2:11][CH2:10][CH2:9][CH2:8]1. (4) Given the reactants C1([SiH3])C=CC=CC=1.[C:8]([S:12][S:13][CH2:14][C@H:15]([NH:111]C(=O)OCC=C)[C:16](=[O:110])[NH:17][CH2:18][CH2:19][CH2:20][CH2:21][C@H:22]1[C:54](=[O:55])[NH:53][C@@H:52]([CH2:56][CH:57]([CH3:59])[CH3:58])[C:51](=[O:60])[N:50]([CH3:61])[C@@H:49]([CH3:62])[C:48](=[O:63])[N:47]([CH3:64])[C@@H:46]([CH2:65][CH:66]([CH3:68])[CH3:67])[C:45](=[O:69])[NH:44][C@@H:43]([CH3:70])[C:42](=[O:71])[N:41]([CH3:72])[C@@H:40]([CH2:73][C:74]2[CH:79]=[CH:78][CH:77]=[CH:76][CH:75]=2)[C:39](=[O:80])[N:38]([CH3:81])[C@@H:37]([CH3:82])[C:36](=[O:83])[NH:35][C@@H:34]([CH3:84])[C:33](=[O:85])[NH:32][C@@H:31]([CH2:86][C:87]2[CH:92]=[CH:91][CH:90]=[CH:89][CH:88]=2)[C:30](=[O:93])[O:29][CH:28]([CH2:94][S:95][S:96][C:97]([CH3:100])([CH3:99])[CH3:98])[C:27](=[O:101])[NH:26][C@@H:25]([CH2:102][C:103]2[CH:108]=[CH:107][CH:106]=[CH:105][CH:104]=2)[C:24](=[O:109])[NH:23]1)([CH3:11])([CH3:10])[CH3:9], predict the reaction product. The product is: [NH2:111][C@@H:15]([CH2:14][S:13][S:12][C:8]([CH3:11])([CH3:10])[CH3:9])[C:16]([NH:17][CH2:18][CH2:19][CH2:20][CH2:21][C@H:22]1[C:54](=[O:55])[NH:53][C@@H:52]([CH2:56][CH:57]([CH3:59])[CH3:58])[C:51](=[O:60])[N:50]([CH3:61])[C@@H:49]([CH3:62])[C:48](=[O:63])[N:47]([CH3:64])[C@@H:46]([CH2:65][CH:66]([CH3:67])[CH3:68])[C:45](=[O:69])[NH:44][C@@H:43]([CH3:70])[C:42](=[O:71])[N:41]([CH3:72])[C@@H:40]([CH2:73][C:74]2[CH:75]=[CH:76][CH:77]=[CH:78][CH:79]=2)[C:39](=[O:80])[N:38]([CH3:81])[C@@H:37]([CH3:82])[C:36](=[O:83])[NH:35][C@@H:34]([CH3:84])[C:33](=[O:85])[NH:32][C@@H:31]([CH2:86][C:87]2[CH:88]=[CH:89][CH:90]=[CH:91][CH:92]=2)[C:30](=[O:93])[O:29][CH:28]([CH2:94][S:95][S:96][C:97]([CH3:98])([CH3:99])[CH3:100])[C:27](=[O:101])[NH:26][C@@H:25]([CH2:102][C:103]2[CH:104]=[CH:105][CH:106]=[CH:107][CH:108]=2)[C:24](=[O:109])[NH:23]1)=[O:110]. (5) Given the reactants [S:1]([Cl:5])(Cl)(=[O:3])=[O:2].CN(C=O)C.[CH3:11][O:12][C:13]1[CH:28]=[CH:27][CH:26]=[CH:25][C:14]=1[CH2:15][C:16]1[S:20][C:19]2[CH:21]=[CH:22][CH:23]=[CH:24][C:18]=2[CH:17]=1, predict the reaction product. The product is: [CH3:11][O:12][C:13]1[CH:28]=[CH:27][CH:26]=[CH:25][C:14]=1[CH2:15][C:16]1[S:20][C:19]2[CH:21]=[CH:22][CH:23]=[CH:24][C:18]=2[C:17]=1[S:1]([Cl:5])(=[O:3])=[O:2]. (6) Given the reactants [Br:1][C:2]1[CH:7]=[CH:6][C:5]([N:8]2[CH2:13][CH2:12][NH:11][CH2:10][CH2:9]2)=[C:4]([O:14][CH3:15])[CH:3]=1.[C:16](O)(=O)C.C=O.C([BH3-])#N.[Na+], predict the reaction product. The product is: [Br:1][C:2]1[CH:7]=[CH:6][C:5]([N:8]2[CH2:9][CH2:10][N:11]([CH3:16])[CH2:12][CH2:13]2)=[C:4]([O:14][CH3:15])[CH:3]=1. (7) Given the reactants Cl[C:2]1[C:7]([CH:8]=[O:9])=[C:6]([NH:10][CH:11]([CH2:14][CH3:15])[CH2:12][CH3:13])[N:5]=[C:4]([S:16][CH3:17])[N:3]=1.[Cl:18][C:19]1[CH:24]=[CH:23][CH:22]=[CH:21][C:20]=1B(O)O, predict the reaction product. The product is: [Cl:18][C:19]1[CH:24]=[CH:23][CH:22]=[CH:21][C:20]=1[C:2]1[C:7]([CH:8]=[O:9])=[C:6]([NH:10][CH:11]([CH2:14][CH3:15])[CH2:12][CH3:13])[N:5]=[C:4]([S:16][CH3:17])[N:3]=1. (8) Given the reactants [C:1]([O:4][C@H:5]1[C@H:10]([O:11][C:12](=O)[CH3:13])[C@@H:9]([CH2:15][O:16][C:17](=O)[CH3:18])[O:8][CH:7]=[CH:6]1)(=O)[CH3:2].C[O-].[Na+].[H-].[Na+].[CH:25]1[CH:30]=[CH:29][C:28]([CH2:31]Br)=CC=1, predict the reaction product. The product is: [CH2:1]([O:4][C@H:5]1[C@H:10]([O:11][CH2:12][C:13]2[CH:9]=[CH:10][CH:5]=[CH:6][CH:7]=2)[C@@H:9]([CH2:15][O:16][CH2:17][C:18]2[CH:31]=[CH:28][CH:29]=[CH:30][CH:25]=2)[O:8][CH:7]=[CH:6]1)[C:2]1[CH:31]=[CH:28][CH:29]=[CH:30][CH:25]=1. (9) Given the reactants [OH-].[Na+].C[O:4][C:5](=[O:23])/[CH:6]=[CH:7]/[C:8]1[CH:13]=[CH:12][C:11]([O:14][CH2:15][C:16]2[CH:21]=[CH:20][CH:19]=[CH:18][CH:17]=2)=[CH:10][C:9]=1[F:22], predict the reaction product. The product is: [CH2:15]([O:14][C:11]1[CH:12]=[CH:13][C:8](/[CH:7]=[CH:6]/[C:5]([OH:23])=[O:4])=[C:9]([F:22])[CH:10]=1)[C:16]1[CH:17]=[CH:18][CH:19]=[CH:20][CH:21]=1. (10) Given the reactants [CH3:1][C:2]1[C:10]2[CH2:9][O:8][C:7](=[O:11])[C:6]=2[CH:5]=[CH:4][C:3]=1[CH:12]1[CH2:14][O:13]1.[CH3:15][CH:16]1[CH2:21][NH:20][CH2:19][CH2:18][NH:17]1, predict the reaction product. The product is: [CH3:15][CH:16]1[CH2:21][N:20]([CH2:14][CH:12]([C:3]2[CH:4]=[CH:5][C:6]3[C:7](=[O:11])[O:8][CH2:9][C:10]=3[C:2]=2[CH3:1])[OH:13])[CH2:19][CH2:18][N:17]1[CH2:14][CH:12]([C:3]1[CH:4]=[CH:5][C:6]2[C:7](=[O:11])[O:8][CH2:9][C:10]=2[C:2]=1[CH3:1])[OH:13].